Predict the reactants needed to synthesize the given product. From a dataset of Full USPTO retrosynthesis dataset with 1.9M reactions from patents (1976-2016). (1) Given the product [C:25]([CH2:16][CH:15]1[O:14][CH2:13][CH2:12][N:11]([C:18]([O:20][C:21]([CH3:23])([CH3:24])[CH3:22])=[O:19])[CH2:10][CH:9]1[C:4]1[CH:5]=[CH:6][C:7]([Cl:8])=[C:2]([Cl:1])[CH:3]=1)#[N:27], predict the reactants needed to synthesize it. The reactants are: [Cl:1][C:2]1[CH:3]=[C:4]([CH:9]2[CH:15]([CH2:16]O)[O:14][CH2:13][CH2:12][N:11]([C:18]([O:20][C:21]([CH3:24])([CH3:23])[CH3:22])=[O:19])[CH2:10]2)[CH:5]=[CH:6][C:7]=1[Cl:8].[CH2:25]([N:27](CC)CC)C.CS(Cl)(=O)=O.O. (2) Given the product [CH3:27][S:28]([O:1][CH2:2][C:3]1[CH2:5][C:4]=1[CH2:6][CH3:7])(=[O:30])=[O:29], predict the reactants needed to synthesize it. The reactants are: [OH:1][CH2:2][C:3]1[CH2:5][C:4]=1[CH2:6][CH3:7].C1(CCCC2OCCCO2)CC=1.C(N(CC)CC)C.[CH3:27][S:28](Cl)(=[O:30])=[O:29]. (3) Given the product [Cl-:27].[CH3:19][N+:17]([CH3:18])([CH2:16][CH2:15][O:14][C:1](=[O:13])[CH2:2][CH2:3][CH2:4][CH2:5][CH2:6][CH2:7][CH2:8][CH2:9][CH2:10][CH2:11][CH3:12])[CH2:20][C:21]1[CH:26]=[CH:25][CH:24]=[CH:23][CH:22]=1, predict the reactants needed to synthesize it. The reactants are: [C:1]([O:14][CH2:15][CH2:16][N:17]([CH3:19])[CH3:18])(=[O:13])[CH2:2][CH2:3][CH2:4][CH2:5][CH2:6][CH2:7][CH2:8][CH2:9][CH2:10][CH2:11][CH3:12].[CH2:20]([Cl:27])[C:21]1[CH:26]=[CH:25][CH:24]=[CH:23][CH:22]=1. (4) Given the product [C:1]([O:5][C:6]([NH:8][CH2:9][C:10]1[N:11]([CH2:33][CH:34]([CH3:36])[CH3:35])[C:12](=[O:32])[C:13]2[C:18]([C:19]=1[C:20]1[CH:21]=[CH:22][C:23]([CH3:26])=[CH:24][CH:25]=1)=[CH:17][C:16](/[CH:27]=[CH:28]/[C:29]([OH:31])=[O:30])=[CH:15][CH:14]=2)=[O:7])([CH3:2])([CH3:4])[CH3:3], predict the reactants needed to synthesize it. The reactants are: [C:1]([O:5][C:6]([NH:8][CH2:9][C:10]1[N:11]([CH2:33][CH:34]([CH3:36])[CH3:35])[C:12](=[O:32])[C:13]2[C:18]([C:19]=1[C:20]1[CH:25]=[CH:24][C:23]([CH3:26])=[CH:22][CH:21]=1)=[CH:17][C:16](/[CH:27]=[CH:28]/[C:29]([O-:31])=[O:30])=[CH:15][CH:14]=2)=[O:7])([CH3:4])([CH3:3])[CH3:2].CO.[OH-].[Na+].Cl. (5) Given the product [Cl:16][C:17]1[CH:18]=[C:19]([NH:20][C:2]2[N:7]3[N:8]=[CH:9][CH:10]=[C:6]3[N:5]=[CH:4][C:3]=2[C:11]([O:13][CH2:14][CH3:15])=[O:12])[CH:21]=[CH:22][C:23]=1[Cl:24], predict the reactants needed to synthesize it. The reactants are: O[C:2]1[N:7]2[N:8]=[CH:9][CH:10]=[C:6]2[N:5]=[CH:4][C:3]=1[C:11]([O:13][CH2:14][CH3:15])=[O:12].[Cl:16][C:17]1[CH:18]=[C:19]([CH:21]=[CH:22][C:23]=1[Cl:24])[NH2:20]. (6) Given the product [C:1]1([C@H:7]([O:9][C:10](=[O:37])[NH:11][C:12]2[C:13]([CH3:36])=[N:14][O:15][C:16]=2[C:17]2[CH:22]=[CH:21][C:20]([C:23]3[CH:28]=[CH:27][C:26]([C:29]4([C:32]5[NH:33][O:34][C:46](=[O:47])[N:35]=5)[CH2:30][CH2:31]4)=[CH:25][CH:24]=3)=[CH:19][CH:18]=2)[CH3:8])[CH:6]=[CH:5][CH:4]=[CH:3][CH:2]=1, predict the reactants needed to synthesize it. The reactants are: [C:1]1([C@H:7]([O:9][C:10](=[O:37])[NH:11][C:12]2[C:13]([CH3:36])=[N:14][O:15][C:16]=2[C:17]2[CH:22]=[CH:21][C:20]([C:23]3[CH:28]=[CH:27][C:26]([C:29]4([C:32](=[NH:35])[NH:33][OH:34])[CH2:31][CH2:30]4)=[CH:25][CH:24]=3)=[CH:19][CH:18]=2)[CH3:8])[CH:6]=[CH:5][CH:4]=[CH:3][CH:2]=1.C(N(CC)CC)C.Cl[C:46](OCC)=[O:47].